Dataset: Full USPTO retrosynthesis dataset with 1.9M reactions from patents (1976-2016). Task: Predict the reactants needed to synthesize the given product. (1) Given the product [C:17]1([CH2:16][S:13]([CH2:12][CH:11]([NH:23][C:24]([N:26]2[CH2:27][CH2:28][O:29][CH2:30][CH2:31]2)=[O:25])[C:9](=[O:10])[NH:8][CH:3]([C:2]([C:32]2[O:33][C:34]([C:37]3[CH:38]=[CH:39][CH:40]=[CH:41][CH:42]=3)=[N:35][N:36]=2)=[O:1])[CH2:4][CH2:5][CH2:6][CH3:7])(=[O:15])=[O:14])[CH:22]=[CH:21][CH:20]=[CH:19][CH:18]=1, predict the reactants needed to synthesize it. The reactants are: [OH:1][CH:2]([C:32]1[O:33][C:34]([C:37]2[CH:42]=[CH:41][CH:40]=[CH:39][CH:38]=2)=[N:35][N:36]=1)[CH:3]([NH:8][C:9]([CH:11]([NH:23][C:24]([N:26]1[CH2:31][CH2:30][O:29][CH2:28][CH2:27]1)=[O:25])[CH2:12][S:13]([CH2:16][C:17]1[CH:22]=[CH:21][CH:20]=[CH:19][CH:18]=1)(=[O:15])=[O:14])=[O:10])[CH2:4][CH2:5][CH2:6][CH3:7].CC(OI1(OC(C)=O)(OC(C)=O)OC(=O)C2C=CC=CC1=2)=O.[O-]S([O-])(=S)=O.[Na+].[Na+].C([O-])(O)=O.[Na+]. (2) Given the product [OH:13][CH2:12][CH2:11][N:8]1[C:4]2=[CH:5][N:6]=[CH:7][C:2]([C:22]3[CH:23]=[CH:24][C:25]([NH:28][C:29]([NH:31][C:32]4[CH:37]=[CH:36][CH:35]=[C:34]([C:38]([F:39])([F:40])[F:41])[CH:33]=4)=[O:30])=[CH:26][CH:27]=3)=[C:3]2[CH:10]=[N:9]1, predict the reactants needed to synthesize it. The reactants are: Br[C:2]1[CH:7]=[N:6][CH:5]=[C:4]2[N:8]([CH2:11][CH2:12][OH:13])[N:9]=[CH:10][C:3]=12.CC1(C)C(C)(C)OB([C:22]2[CH:27]=[CH:26][C:25]([NH:28][C:29]([NH:31][C:32]3[CH:37]=[CH:36][CH:35]=[C:34]([C:38]([F:41])([F:40])[F:39])[CH:33]=3)=[O:30])=[CH:24][CH:23]=2)O1.C1(C)C=CC=CC=1.C([O-])([O-])=O.[Na+].[Na+]. (3) Given the product [NH2:1][C:2]1[C:13]([Br:14])=[CH:12][C:11]([Br:15])=[CH:10][C:3]=1[C:4]([N:6]([CH2:8][CH3:9])[NH:7][C:23]([O:25][CH3:26])=[O:24])=[O:5], predict the reactants needed to synthesize it. The reactants are: [NH2:1][C:2]1[C:13]([Br:14])=[CH:12][C:11]([Br:15])=[CH:10][C:3]=1[C:4]([N:6]([CH2:8][CH3:9])[NH2:7])=[O:5].N1C=CC=CC=1.Cl[C:23]([O:25][CH3:26])=[O:24]. (4) Given the product [C:1](=[O:11])([O:12][C:13]1[CH:14]=[CH:15][CH:16]=[CH:17][CH:18]=1)[O:12][C:13]1[CH:18]=[CH:17][CH:16]=[CH:15][CH:14]=1, predict the reactants needed to synthesize it. The reactants are: [C:1]([O:12][C:13]1[CH:18]=[CH:17][CH:16]=[CH:15][CH:14]=1)(=[O:11])[C:1]([O:12][C:13]1[CH:18]=[CH:17][CH:16]=[CH:15][CH:14]=1)=[O:11].